Task: Binary Classification. Given a miRNA mature sequence and a target amino acid sequence, predict their likelihood of interaction.. Dataset: Experimentally validated miRNA-target interactions with 360,000+ pairs, plus equal number of negative samples (1) The miRNA is hsa-miR-219a-5p with sequence UGAUUGUCCAAACGCAAUUCU. The protein sequence of the target gene is MYPICTVVVDGLPSESSSSSYPGPVSVSEMSLLHALGPVQTWLGQELEKCGIDAMIYTRYVLSLLLHDSYDYDLQEQENDIFLGWEKGAYKKWGKSKKKCSDLTLEEMKKQAAVQCLRSASDESSGIETLVEELCSRLKDLQSKQEEKIHKKLEGSPSPEAELSPPAKDQVEMYYEAFPPLSEKPVCLQEIMTVWNKSKVCSYSSSSSSSTAPPASTDTSSPKDCNSESEVTKERSSEVPTTVHEKTQSKSKNEKENKFSNGTIEEKPALYKKQIRHKPEGKIRPRSWSSGSSEAGSSSS.... Result: 0 (no interaction). (2) The miRNA is mmu-miR-871-5p with sequence UAUUCAGAUUAGUGCCAGUCAUG. The protein sequence of the target gene is MAAARHSTLDFKLGAKADGEAILKGLQSIFQEQGMTESVHTWQDHGYLATYTNKNGSFANLRIYPHGLVLLDLQSYDSDVQGKQETDSLLNKIEEKMKELSQDSTGRVKRLPPIVRGGAIDRYWPTADGRLVEYDIDEVVYDEDSPYQNIKILHSKQFGNILILSGDVNLAESDLAYTRAIMGSGKEDYTGKDVLILGGGDGGILCEIVKLKPKMVTMVEIDQMVIDGCKKYMRRTCGDVLDNLRGDCYQVLIEDCIPVLKMYAKEGREFDYVINDLTAVPISTSPEEDSTWDFLRLILD.... Result: 1 (interaction). (3) The miRNA is hsa-miR-3940-5p with sequence GUGGGUUGGGGCGGGCUCUG. The protein sequence of the target gene is MAATVRRQRPRRLLCWALVAVLLADLLALSDTLAVMSVDLGSESMKVAIVKPGVPMEIVLNKESRRKTPVTVTLKENERFLGDSAAGMAIKNPKATLRYFQHLLGKQADNPHVALYRSRFPEHELIVDPQRQTVRFQISPQLQFSPEEVLGMVLNYSRSLAEDFAEQPIKDAVITVPAFFNQAERRAVLQAARMAGLKVLQLINDNTATALSYGVFRRKDINSTAQNVMFYDMGSGSTVCTIVTYQTVKTKEAGMQPQLQIRGVGFDRTLGGLEMELRLREHLAKLFNEQRKGQKAKDVR.... Result: 0 (no interaction).